This data is from Reaction yield outcomes from USPTO patents with 853,638 reactions. The task is: Predict the reaction yield, written as a fraction of the theoretical maximum amount of product (1.0 means a 100% yield; for example, 0.34 means a 34% yield). (1) The reactants are [CH2:1]([S:8][CH:9]([CH:38](OC)[O:39]C)[CH2:10][NH:11][C:12]([C:14]1[NH:15][C:16]2[C:21]([CH:22]=1)=[CH:20][C:19]([O:23][C:24]([F:27])([F:26])[F:25])=[CH:18][C:17]=2[N:28]([CH3:37])[S:29]([C:32]1[S:33][CH:34]=[CH:35][CH:36]=1)(=[O:31])=[O:30])=[O:13])[C:2]1[CH:7]=[CH:6][CH:5]=[CH:4][CH:3]=1.O. The catalyst is CC(C)=O. The product is [CH2:1]([S:8][CH:9]([CH:38]=[O:39])[CH2:10][NH:11][C:12]([C:14]1[NH:15][C:16]2[C:21]([CH:22]=1)=[CH:20][C:19]([O:23][C:24]([F:26])([F:27])[F:25])=[CH:18][C:17]=2[N:28]([CH3:37])[S:29]([C:32]1[S:33][CH:34]=[CH:35][CH:36]=1)(=[O:31])=[O:30])=[O:13])[C:2]1[CH:3]=[CH:4][CH:5]=[CH:6][CH:7]=1. The yield is 1.00. (2) The reactants are CC([O-:5])(C)C.[K+].[CH3:7][C:8]([CH3:16])([CH2:11][CH2:12][CH2:13][C:14]#[N:15])[C:9]#N. The yield is 0.248. The product is [CH3:7][C:8]1([CH3:16])[CH2:11][CH2:12][CH:13]([C:14]#[N:15])[C:9]1=[O:5]. The catalyst is C1(C)C=CC=CC=1.